Dataset: Forward reaction prediction with 1.9M reactions from USPTO patents (1976-2016). Task: Predict the product of the given reaction. (1) Given the reactants Cl[C:2]1[N:7]=[C:6](Cl)[C:5]([F:9])=[CH:4][N:3]=1.[C:10]([C:14]1[CH:20]=[CH:19][C:17]([NH2:18])=[CH:16][CH:15]=1)([CH3:13])([CH3:12])[CH3:11], predict the reaction product. The product is: [C:10]([C:14]1[CH:15]=[CH:16][C:17]([NH:18][C:2]2[N:7]=[C:6]([NH:18][C:17]3[CH:19]=[CH:20][C:14]([C:10]([CH3:13])([CH3:12])[CH3:11])=[CH:15][CH:16]=3)[C:5]([F:9])=[CH:4][N:3]=2)=[CH:19][CH:20]=1)([CH3:13])([CH3:11])[CH3:12]. (2) The product is: [CH3:30][C:25]1([CH3:31])[C:26]([CH3:29])([CH3:28])[O:27][B:23]([C:2]2[CH:7]=[CH:6][C:5]([S:8]([N:11]3[CH2:15][CH2:14][CH2:13][C@H:12]3[C:16]([O:18][C:19]([CH3:22])([CH3:21])[CH3:20])=[O:17])(=[O:10])=[O:9])=[CH:4][CH:3]=2)[O:24]1. Given the reactants Br[C:2]1[CH:7]=[CH:6][C:5]([S:8]([N:11]2[CH2:15][CH2:14][CH2:13][C@H:12]2[C:16]([O:18][C:19]([CH3:22])([CH3:21])[CH3:20])=[O:17])(=[O:10])=[O:9])=[CH:4][CH:3]=1.[B:23]1([B:23]2[O:27][C:26]([CH3:29])([CH3:28])[C:25]([CH3:31])([CH3:30])[O:24]2)[O:27][C:26]([CH3:29])([CH3:28])[C:25]([CH3:31])([CH3:30])[O:24]1.C([O-])(=O)C.[K+], predict the reaction product. (3) Given the reactants [CH:1]([C:3]1[CH:11]=[CH:10][C:6]([C:7]([OH:9])=O)=[C:5]([F:12])[CH:4]=1)=[CH2:2].CN(C)CCCN=C=NCC.ON1C2N=CC=CC=2N=N1.Cl.[Cl:35][C:36]1[CH:37]=[CH:38][C:39]([O:50][CH2:51][CH:52]([CH3:54])[CH3:53])=[C:40]([CH2:42][N:43]2[C:47]([CH3:48])=[CH:46][C:45]([NH2:49])=[N:44]2)[CH:41]=1.C(N(CC)CC)C, predict the reaction product. The product is: [Cl:35][C:36]1[CH:37]=[CH:38][C:39]([O:50][CH2:51][CH:52]([CH3:54])[CH3:53])=[C:40]([CH2:42][N:43]2[C:47]([CH3:48])=[CH:46][C:45]([NH:49][C:7](=[O:9])[C:6]3[CH:10]=[CH:11][C:3]([CH:1]=[CH2:2])=[CH:4][C:5]=3[F:12])=[N:44]2)[CH:41]=1. (4) The product is: [CH2:19]([O:26][C:27]([N:29]1[CH2:33][CH2:32][CH2:31][C@H:30]1[CH2:34][NH:1][C:2]1[S:3][CH:4]=[C:5]([C:7]2[CH:8]=[CH:9][C:10]([C:11](=[O:12])[NH:13][CH:14]3[CH2:15][CH2:16]3)=[CH:17][CH:18]=2)[N:6]=1)=[O:28])[C:20]1[CH:21]=[CH:22][CH:23]=[CH:24][CH:25]=1. Given the reactants [NH2:1][C:2]1[S:3][CH:4]=[C:5]([C:7]2[CH:18]=[CH:17][C:10]([C:11]([NH:13][CH:14]3[CH2:16][CH2:15]3)=[O:12])=[CH:9][CH:8]=2)[N:6]=1.[CH2:19]([O:26][C:27]([N:29]1[CH2:33][CH2:32][CH2:31][C@H:30]1[CH:34]=O)=[O:28])[C:20]1[CH:25]=[CH:24][CH:23]=[CH:22][CH:21]=1.[BH3-]C#N.[Na+], predict the reaction product.